Predict the reaction yield, written as a fraction of the theoretical maximum amount of product (1.0 means a 100% yield; for example, 0.34 means a 34% yield). From a dataset of Reaction yield outcomes from USPTO patents with 853,638 reactions. (1) The reactants are CCOC(/N=N/C(OCC)=O)=O.O[C:14]1[CH:22]=[CH:21][CH:20]=[CH:19][C:15]=1/[CH:16]=[N:17]/[OH:18].C1(P(C2C=CC=CC=2)C2C=CC=CC=2)C=CC=CC=1. The catalyst is O1CCCC1. The product is [O:18]1[C:14]2[CH:22]=[CH:21][CH:20]=[CH:19][C:15]=2[CH:16]=[N:17]1. The yield is 0.660. (2) The reactants are [F:1][C:2]([F:32])([F:31])[C:3]1[C:12]([O:13][CH:14]2[CH2:19][CH2:18][CH:17]([C:20]([F:23])([F:22])[F:21])[CH2:16][CH2:15]2)=[CH:11][CH:10]=[C:9]2[C:4]=1[CH:5]=[CH:6][C:7]([CH:24](OS(C)(=O)=O)[CH3:25])=[CH:8]2.[CH:33]12[NH:40][CH:37]([CH2:38][CH2:39]1)[CH2:36][CH:35]([C:41]#[N:42])[CH2:34]2.C(=O)([O-])[O-].[Cs+].[Cs+]. The catalyst is CN(C)C=O.CCOC(C)=O. The product is [F:1][C:2]([F:32])([F:31])[C:3]1[C:12]([O:13][C@H:14]2[CH2:19][CH2:18][C@@H:17]([C:20]([F:23])([F:22])[F:21])[CH2:16][CH2:15]2)=[CH:11][CH:10]=[C:9]2[C:4]=1[CH:5]=[CH:6][C:7]([CH:24]([N:40]1[CH:33]3[CH2:39][CH2:38][CH:37]1[CH2:36][CH:35]([C:41]#[N:42])[CH2:34]3)[CH3:25])=[CH:8]2. The yield is 0.620. (3) The reactants are [CH2:1]([N:8]([CH2:25][C@@H:26]([O:39][CH:40]([O:42][CH2:43][CH3:44])[CH3:41])[CH2:27]OS(C1C=CC(C)=CC=1)(=O)=O)[C@@H:9]([CH2:20][C:21]([O:23][CH3:24])=[O:22])[C:10]([O:12][CH2:13][C:14]1[CH:19]=[CH:18][CH:17]=[CH:16][CH:15]=1)=[O:11])[C:2]1[CH:7]=[CH:6][CH:5]=[CH:4][CH:3]=1.C1(C)C=CC=CC=1.C[Si](C)(C)[N-][Si](C)(C)C.[Li+]. The catalyst is O1CCCC1. The yield is 0.782. The product is [CH2:1]([N:8]1[CH2:25][C@@H:26]([O:39][CH:40]([O:42][CH2:43][CH3:44])[CH3:41])[CH2:27][C@H:20]([C:21]([O:23][CH3:24])=[O:22])[C@H:9]1[C:10]([O:12][CH2:13][C:14]1[CH:19]=[CH:18][CH:17]=[CH:16][CH:15]=1)=[O:11])[C:2]1[CH:3]=[CH:4][CH:5]=[CH:6][CH:7]=1.